This data is from Full USPTO retrosynthesis dataset with 1.9M reactions from patents (1976-2016). The task is: Predict the reactants needed to synthesize the given product. (1) Given the product [CH3:1][O:2][C:3]([C:5]1[C:13]2[C:8](=[N:9][CH:10]=[C:11]([Cl:14])[CH:12]=2)[N:7]([S:15]([C:18]2[CH:23]=[CH:22][CH:21]=[CH:20][CH:19]=2)(=[O:17])=[O:16])[C:6]=1[CH2:24][Br:25])=[O:4], predict the reactants needed to synthesize it. The reactants are: [CH3:1][O:2][C:3]([C:5]1[C:13]2[C:8](=[N:9][CH:10]=[C:11]([Cl:14])[CH:12]=2)[N:7]([S:15]([C:18]2[CH:23]=[CH:22][CH:21]=[CH:20][CH:19]=2)(=[O:17])=[O:16])[C:6]=1[CH3:24])=[O:4].[Br:25]N1C(C)(C)C(=O)N(Br)C1=O. (2) Given the product [Br:1][C:2]1[C:6]2[CH:7]=[C:8]([O:11][CH3:12])[CH:9]=[CH:10][C:5]=2[O:4][C:3]=1[CH:13]([CH:15]1[CH2:20][CH2:19][CH2:18][CH2:17][CH2:16]1)[OH:14], predict the reactants needed to synthesize it. The reactants are: [Br:1][C:2]1[C:6]2[CH:7]=[C:8]([O:11][CH3:12])[CH:9]=[CH:10][C:5]=2[O:4][C:3]=1[CH:13]=[O:14].[CH:15]1([Mg]Br)[CH2:20][CH2:19][CH2:18][CH2:17][CH2:16]1.[Cl-].[NH4+].